From a dataset of Full USPTO retrosynthesis dataset with 1.9M reactions from patents (1976-2016). Predict the reactants needed to synthesize the given product. Given the product [C:1]([O:5][C:6]([N:8]1[CH2:9][CH2:10][N:11]([C:14]2[CH:19]=[C:18]([NH:20][C:21]([NH:52][C:53]3[CH:58]=[CH:57][CH:56]=[CH:55][CH:54]=3)=[O:23])[CH:17]=[C:16]([Cl:25])[N:15]=2)[CH2:12][CH2:13]1)=[O:7])([CH3:2])([CH3:3])[CH3:4], predict the reactants needed to synthesize it. The reactants are: [C:1]([O:5][C:6]([N:8]1[CH2:13][CH2:12][N:11]([C:14]2[CH:19]=[C:18]([NH:20][C:21]([O:23]C)=O)[CH:17]=[C:16]([Cl:25])[N:15]=2)[CH2:10][CH2:9]1)=[O:7])([CH3:4])([CH3:3])[CH3:2].[N-]=C=O.C(OC(N1CCN(C2C=C(C(O)=O)C=C(Cl)N=2)CC1)=O)(C)(C)C.[NH2:52][C:53]1[CH:58]=[CH:57][CH:56]=[CH:55][CH:54]=1.